From a dataset of Catalyst prediction with 721,799 reactions and 888 catalyst types from USPTO. Predict which catalyst facilitates the given reaction. (1) Reactant: OC(C)(C)CN1C=C[C:6]([NH:9][C:10](=[O:30])[C@@H:11]([N:16]2[CH2:20][C:19]([O:21][C:22]3[CH:27]=[CH:26][CH:25]=[CH:24][C:23]=3[Cl:28])=[CH:18][C:17]2=[O:29])[CH2:12][CH:13]([CH3:15])[CH3:14])=[N:5]1.Cl.CN(C)[CH2:36][CH2:37][CH2:38]N=C=NCC.ON1C2C=CC=CC=2N=N1.NC1[S:60][N:59]=[C:58]([CH2:61][C:62]([OH:64])=[O:63])N=1. Product: [CH2:38]([O:64][C:62](=[O:63])[CH2:61][C:58]1[N:5]=[C:6]([NH:9][C:10](=[O:30])[C@@H:11]([N:16]2[CH2:20][C:19]([O:21][C:22]3[CH:27]=[CH:26][CH:25]=[CH:24][C:23]=3[Cl:28])=[CH:18][C:17]2=[O:29])[CH2:12][CH:13]([CH3:15])[CH3:14])[S:60][N:59]=1)[CH:37]=[CH2:36]. The catalyst class is: 4. (2) Reactant: [C:1]([C:5]1[CH:39]=[CH:38][C:8]([CH2:9][O:10][C:11]2[CH:16]=[CH:15][CH:14]=[CH:13][C:12]=2/[CH:17]=[CH:18]/[CH:19]([CH2:32][CH2:33][CH2:34][CH2:35][C:36]#[N:37])[CH2:20][CH2:21][C:22]2[CH:31]=[CH:30][C:25]([C:26]([O:28][CH3:29])=[O:27])=[CH:24][CH:23]=2)=[CH:7][CH:6]=1)([CH3:4])([CH3:3])[CH3:2].C[Si]([N:44]=[N+:45]=[N-:46])(C)C.C([Sn](=O)CCCC)CCC. Product: [C:1]([C:5]1[CH:39]=[CH:38][C:8]([CH2:9][O:10][C:11]2[CH:16]=[CH:15][CH:14]=[CH:13][C:12]=2/[CH:17]=[CH:18]/[CH:19]([CH2:32][CH2:33][CH2:34][CH2:35][C:36]2[NH:46][N:45]=[N:44][N:37]=2)[CH2:20][CH2:21][C:22]2[CH:31]=[CH:30][C:25]([C:26]([O:28][CH3:29])=[O:27])=[CH:24][CH:23]=2)=[CH:7][CH:6]=1)([CH3:4])([CH3:2])[CH3:3]. The catalyst class is: 11. (3) Reactant: [Cl:1][C:2]1[CH:3]=[C:4]([CH:12]([CH2:24][CH:25]2[CH2:29][CH2:28][CH2:27][CH2:26]2)[C:13]([NH:15][C:16]2[CH:21]=[N:20][C:19]([CH:22]=[O:23])=[CH:18][N:17]=2)=[O:14])[CH:5]=[CH:6][C:7]=1[S:8]([CH3:11])(=[O:10])=[O:9].[CH3:30][Mg]Cl. Product: [Cl:1][C:2]1[CH:3]=[C:4]([CH:12]([CH2:24][CH:25]2[CH2:26][CH2:27][CH2:28][CH2:29]2)[C:13]([NH:15][C:16]2[CH:21]=[N:20][C:19]([CH:22]([OH:23])[CH3:30])=[CH:18][N:17]=2)=[O:14])[CH:5]=[CH:6][C:7]=1[S:8]([CH3:11])(=[O:9])=[O:10]. The catalyst class is: 27. (4) Reactant: [C:1]([C:5]1[CH:10]=[CH:9][C:8]([CH:11]=[CH2:12])=[CH:7][C:6]=1[F:13])([CH3:4])([CH3:3])[CH3:2].CN1C=CN=C1.[CH2:20]([O:22][C:23](=[O:27])[CH:24]=[N+]=[N-])[CH3:21]. Product: [C:1]([C:5]1[CH:10]=[CH:9][C:8]([CH:11]2[CH2:12][CH:24]2[C:23]([O:22][CH2:20][CH3:21])=[O:27])=[CH:7][C:6]=1[F:13])([CH3:4])([CH3:3])[CH3:2]. The catalyst class is: 11. (5) Reactant: C(N(CC)CC)C.[CH3:8][N:9]1[C:17]2[C:12](=[CH:13][CH:14]=[CH:15][CH:16]=2)[C:11]([CH:18]=[O:19])=[N:10]1.[CH3:20][O:21][C:22]1[CH:23]=[C:24]([CH:33]=[C:34]([O:36][CH3:37])[CH:35]=1)[N:25]=[CH:26][C:27]1[CH:28]=[N:29][CH:30]=[CH:31][CH:32]=1. Product: [CH3:20][O:21][C:22]1[CH:23]=[C:24]([NH:25][CH:26]([C:27]2[CH:28]=[N:29][CH:30]=[CH:31][CH:32]=2)[C:18]([C:11]2[C:12]3[C:17](=[CH:16][CH:15]=[CH:14][CH:13]=3)[N:9]([CH3:8])[N:10]=2)=[O:19])[CH:33]=[C:34]([O:36][CH3:37])[CH:35]=1. The catalyst class is: 433.